From a dataset of Full USPTO retrosynthesis dataset with 1.9M reactions from patents (1976-2016). Predict the reactants needed to synthesize the given product. (1) The reactants are: [F:1][C:2]1[CH:7]=[CH:6][CH:5]=[CH:4][C:3]=1[CH:8]=[CH:9][C:10]([NH:12][C@H:13]([C:25]([OH:27])=[O:26])[CH2:14][CH2:15][CH2:16][NH:17]C(OC(C)(C)C)=O)=[O:11].[ClH:28].O1CCOCC1. Given the product [ClH:28].[F:1][C:2]1[CH:7]=[CH:6][CH:5]=[CH:4][C:3]=1[CH:8]=[CH:9][C:10]([NH:12][C@H:13]([C:25]([OH:27])=[O:26])[CH2:14][CH2:15][CH2:16][NH2:17])=[O:11], predict the reactants needed to synthesize it. (2) Given the product [NH:8]1[C:12]2([CH2:16][CH2:15][NH:14][CH2:13]2)[CH2:11][CH2:10][CH2:9]1, predict the reactants needed to synthesize it. The reactants are: C([N:8]1[C:12]2([CH2:16][CH2:15][N:14]([C@H](C)C3C=CC=CC=3)[CH2:13]2)[CH2:11][CH2:10][CH2:9]1)C1C=CC=CC=1. (3) Given the product [ClH:29].[NH2:22][C@H:9]([C:3]1[CH:4]=[CH:5][C:6]([F:8])=[CH:7][C:2]=1[F:1])[C:10]1[CH:11]=[CH:12][C:13]([P:16]([CH3:21])(=[O:20])[O:17][CH2:18][CH3:19])=[CH:14][CH:15]=1, predict the reactants needed to synthesize it. The reactants are: [F:1][C:2]1[CH:7]=[C:6]([F:8])[CH:5]=[CH:4][C:3]=1[C@@H:9]([NH:22][S@](C(C)(C)C)=O)[C:10]1[CH:15]=[CH:14][C:13]([P:16]([CH3:21])(=[O:20])[O:17][CH2:18][CH3:19])=[CH:12][CH:11]=1.[ClH:29].O1CCOCC1. (4) Given the product [C:21]([CH:15]([NH:36][CH3:35])[C:13]1[N:14]=[C:10]([NH:9][C:7]([NH:6][CH2:5][C:4]2[CH:17]=[CH:18][CH:19]=[C:2]([F:1])[CH:3]=2)=[O:8])[S:11][CH:12]=1)#[N:20], predict the reactants needed to synthesize it. The reactants are: [F:1][C:2]1[CH:3]=[C:4]([CH:17]=[CH:18][CH:19]=1)[CH2:5][NH:6][C:7]([NH:9][C:10]1[S:11][CH:12]=[C:13]([CH2:15]O)[N:14]=1)=[O:8].[NH2:20][C:21]1SC=C(COC(=O)C)N=1.FC1C=C(C=CC=1)[CH2:35][N:36]=C=O.[OH-].[Na+].